This data is from Acute oral toxicity (LD50) regression data from Zhu et al.. The task is: Regression/Classification. Given a drug SMILES string, predict its toxicity properties. Task type varies by dataset: regression for continuous values (e.g., LD50, hERG inhibition percentage) or binary classification for toxic/non-toxic outcomes (e.g., AMES mutagenicity, cardiotoxicity, hepatotoxicity). Dataset: ld50_zhu. (1) The drug is CCN(COC)N=O. The rat oral LD50 is 2.34, given as -log10 of the dose in mol/kg body weight (higher means more acutely toxic). (2) The compound is CCCCCCCC(=O)Oc1ccc(C)cc1. The rat oral LD50 is 2.17, given as -log10 of the dose in mol/kg body weight (higher means more acutely toxic).